Dataset: Full USPTO retrosynthesis dataset with 1.9M reactions from patents (1976-2016). Task: Predict the reactants needed to synthesize the given product. (1) Given the product [OH:26][C:17]([CH3:27])([CH2:18][O:19][C:20]1[CH:25]=[CH:24][CH:23]=[CH:22][CH:21]=1)[CH2:16][N:6]1[C:7]2[CH:8]=[CH:9][C:10]([C:33]#[N:34])=[CH:11][C:12]=2[C:13]2[C:5]1=[CH:4][CH:3]=[C:2]([C:28]#[N:29])[CH:14]=2, predict the reactants needed to synthesize it. The reactants are: Br[C:2]1[CH:3]=[CH:4][C:5]2[N:6]([CH2:16][C:17]([CH3:27])([OH:26])[CH2:18][O:19][C:20]3[CH:25]=[CH:24][CH:23]=[CH:22][CH:21]=3)[C:7]3[C:12]([C:13]=2[CH:14]=1)=[CH:11][C:10](Br)=[CH:9][CH:8]=3.[C-:28]#[N:29].[Na+].[I-].[K+].[CH3:33][N:34](C)CCN. (2) Given the product [Cl:1][C:2]1[N:3]=[CH:4][C:5]2[CH:10]=[C:9]([CH:11]=[O:12])[N:8]([CH:18]3[CH2:19][CH2:20][CH2:21][CH2:22]3)[C:6]=2[N:7]=1, predict the reactants needed to synthesize it. The reactants are: [Cl:1][C:2]1[N:3]=[CH:4][C:5]2[CH:10]=[C:9]([CH:11](OCC)[O:12]CC)[N:8]([CH:18]3[CH2:22][CH2:21][CH2:20][CH2:19]3)[C:6]=2[N:7]=1.Cl.O.CCCCCCC.C(OCC)(=O)C. (3) Given the product [ClH:24].[CH3:1][C:2]1[S:6][C:5]2=[N:7][C:8]([CH2:10][C:11]([OH:13])=[O:12])=[CH:9][N:4]2[CH:3]=1, predict the reactants needed to synthesize it. The reactants are: [CH3:1][C:2]1[S:6][C:5]2=[N:7][C:8]([CH2:10][C:11]([O:13]CC)=[O:12])=[CH:9][N:4]2[CH:3]=1.C(O)C.C(OCC)C.[ClH:24]. (4) The reactants are: [Br:1][C:2]1[CH:7]=[CH:6][C:5]([C:8]2[CH:13]=[CH:12][C:11]([OH:14])=[CH:10][CH:9]=2)=[CH:4][CH:3]=1. Given the product [Br:1][C:2]1[CH:3]=[CH:4][C:5]([C:8]2[CH:13]=[CH:12][C:11]([OH:14])=[C:10]([C:5]([CH3:8])([CH3:6])[CH3:4])[CH:9]=2)=[CH:6][CH:7]=1, predict the reactants needed to synthesize it. (5) Given the product [C:13]([O:12][CH2:11][CH2:10][CH2:9][CH2:8][CH2:7][CH:3]1[CH2:4][CH2:5][CH2:6][NH:1][CH2:2]1)(=[O:15])[CH3:14], predict the reactants needed to synthesize it. The reactants are: [N:1]1[CH:6]=[CH:5][CH:4]=[C:3]([C:7]#[C:8][CH2:9][CH2:10][CH2:11][OH:12])[CH:2]=1.[C:13](O)(=[O:15])[CH3:14]. (6) Given the product [Cl:19][C:5]1[C:6]([N:8]2[CH2:13][CH2:12][CH:11]([C:14]([O:16][CH3:17])=[O:15])[CH2:10][CH2:9]2)=[N:7][C:2]([Cl:1])=[C:3]([I:18])[CH:4]=1, predict the reactants needed to synthesize it. The reactants are: [Cl:1][C:2]1[N:7]=[C:6]([N:8]2[CH2:13][CH2:12][CH:11]([C:14]([O:16][CH3:17])=[O:15])[CH2:10][CH2:9]2)[CH:5]=[CH:4][C:3]=1[I:18].[Cl:19]C1CC(=O)NC1=O. (7) Given the product [O:23]=[C:21]1[C:20]2[C:19](=[CH:27][CH:26]=[CH:25][CH:24]=2)[C:18](=[O:28])[N:22]1[CH2:2][C:3]1[CH:17]=[CH:16][CH:15]=[CH:14][C:4]=1[CH2:5][P:6](=[O:13])([O:10][CH2:11][CH3:12])[O:7][CH2:8][CH3:9], predict the reactants needed to synthesize it. The reactants are: Br[CH2:2][C:3]1[CH:17]=[CH:16][CH:15]=[CH:14][C:4]=1[CH2:5][P:6](=[O:13])([O:10][CH2:11][CH3:12])[O:7][CH2:8][CH3:9].[C:18]1(=[O:28])[NH:22][C:21](=[O:23])[C:20]2=[CH:24][CH:25]=[CH:26][CH:27]=[C:19]12.[K].CN(C)C=O.